From a dataset of Peptide-MHC class I binding affinity with 185,985 pairs from IEDB/IMGT. Regression. Given a peptide amino acid sequence and an MHC pseudo amino acid sequence, predict their binding affinity value. This is MHC class I binding data. (1) The peptide sequence is QLKSRAAVL. The MHC is HLA-A02:06 with pseudo-sequence HLA-A02:06. The binding affinity (normalized) is 0.0847. (2) The peptide sequence is EITGPIIMI. The MHC is HLA-B27:05 with pseudo-sequence HLA-B27:05. The binding affinity (normalized) is 0.0847.